Dataset: Reaction yield outcomes from USPTO patents with 853,638 reactions. Task: Predict the reaction yield, written as a fraction of the theoretical maximum amount of product (1.0 means a 100% yield; for example, 0.34 means a 34% yield). (1) The reactants are [S:1]1[CH:5]=[CH:4][CH:3]=[C:2]1[C:6]1[N:11]=[C:10]([OH:12])[CH:9]=[CH:8][N:7]=1.C1C(=O)N([Cl:20])C(=O)C1. The catalyst is CC(O)=O. The product is [Cl:20][C:9]1[C:10]([OH:12])=[N:11][C:6]([C:2]2[S:1][CH:5]=[CH:4][CH:3]=2)=[N:7][CH:8]=1. The yield is 0.750. (2) The reactants are C[Si](C)(C)[C:3]([F:6])([F:5])[F:4].C1COCC1.C([O-])([O-])=O.[K+].[K+].[F:20][C:21]1[CH:28]=[C:27]([N:29]2[CH2:33][CH2:32][N:31]([C:34]3[CH:35]=[N:36][CH:37]=[CH:38][C:39]=3[CH3:40])[C:30]2=[O:41])[CH:26]=[CH:25][C:22]=1[CH:23]=[O:24]. The catalyst is CN(C=O)C.C(Cl)(Cl)Cl.CO. The product is [F:20][C:21]1[CH:28]=[C:27]([N:29]2[CH2:33][CH2:32][N:31]([C:34]3[CH:35]=[N:36][CH:37]=[CH:38][C:39]=3[CH3:40])[C:30]2=[O:41])[CH:26]=[CH:25][C:22]=1[CH:23]([OH:24])[C:3]([F:6])([F:5])[F:4]. The yield is 0.659. (3) The reactants are [CH3:1][N:2]1[C:10]2[C:5](=[CH:6][CH:7]=[CH:8][CH:9]=2)[C:4]([C:11]2[C:12](=[O:24])[NH:13][C:14](=[O:23])[C:15]=2[C:16]2[CH:21]=[CH:20][CH:19]=[C:18]([NH2:22])[CH:17]=2)=[CH:3]1.[CH3:25][C:26]1([CH3:33])[O:31][CH2:30][C:29](=O)[CH2:28][O:27]1.[BH3-]C#N.[Na+]. The catalyst is CO. The product is [CH3:1][N:2]1[C:10]2[C:5](=[CH:6][CH:7]=[CH:8][CH:9]=2)[C:4]([C:11]2[C:12](=[O:24])[NH:13][C:14](=[O:23])[C:15]=2[C:16]2[CH:21]=[CH:20][CH:19]=[C:18]([NH:22][CH:29]3[CH2:30][O:31][C:26]([CH3:33])([CH3:25])[O:27][CH2:28]3)[CH:17]=2)=[CH:3]1. The yield is 0.680. (4) The reactants are [C:1]([O:7][CH2:8][CH3:9])(=[O:6])[CH2:2][C:3]([CH3:5])=O.[Cl:10][C:11]1[CH:18]=[CH:17][C:14]([CH:15]=O)=[CH:13][CH:12]=1.[NH4+:19].[OH-:20]. The catalyst is CCO.C(Cl)Cl. The product is [Cl:10][C:11]1[CH:18]=[CH:17][C:14]([CH:15]2[C:2]([C:1]([O:7][CH2:8][CH3:9])=[O:6])=[C:3]([CH3:5])[NH:19][C:3]([CH3:5])=[C:2]2[C:1]([O:7][CH2:8][CH3:9])=[O:20])=[CH:13][CH:12]=1. The yield is 0.680. (5) The reactants are C([SiH](CC)CC)C.FC(F)(F)C(O)=O.[CH3:15][N:16]([C:41]1[S:42][C:43]([C:46]2[CH:47]=[N:48][CH:49]=[CH:50][CH:51]=2)=[N:44][N:45]=1)[C:17](=[O:40])[CH2:18][CH2:19][S:20]C(C1C=CC=CC=1)(C1C=CC=CC=1)C1C=CC=CC=1. The catalyst is ClCCl.C(=O)(O)[O-].[Na+]. The product is [SH:20][CH2:19][CH2:18][C:17]([N:16]([CH3:15])[C:41]1[S:42][C:43]([C:46]2[CH:47]=[N:48][CH:49]=[CH:50][CH:51]=2)=[N:44][N:45]=1)=[O:40]. The yield is 0.850. (6) The reactants are [C:1]([NH:4][NH:5][C:6]([C:8]1[N:12]([C:13]2[CH:18]=[CH:17][C:16]([O:19][CH3:20])=[CH:15][CH:14]=2)[C:11]([C:21]([O:23][CH2:24][CH3:25])=[O:22])=[C:10]([O:26][CH2:27][C:28]2[CH:33]=[CH:32][CH:31]=[CH:30][CH:29]=2)[C:9]=1[O:34][CH2:35]C1C=CC=CC=1)=[O:7])(=O)[CH3:2].CC[N+](S(N=C(OC)[O-])(=O)=O)([CH2:47][CH3:48])CC. The catalyst is C1COCC1. The product is [CH2:27]([O:26][C:10]1[C:9]([O:34][CH2:35][C:48]2[CH:47]=[CH:10][CH:9]=[CH:8][CH:6]=2)=[C:8]([C:6]2[O:7][C:1]([CH3:2])=[N:4][N:5]=2)[N:12]([C:13]2[CH:18]=[CH:17][C:16]([O:19][CH3:20])=[CH:15][CH:14]=2)[C:11]=1[C:21]([O:23][CH2:24][CH3:25])=[O:22])[C:28]1[CH:33]=[CH:32][CH:31]=[CH:30][CH:29]=1. The yield is 0.770. (7) The reactants are [OH:1][C@H:2]1[CH2:7][CH2:6][C@H:5]2[C@H:8]3[C@H:17]([CH2:18][CH2:19][C@:3]12[CH3:4])[C:16]1[CH:15]=[CH:14][C:13]([O:20]C)=[CH:12][C:11]=1[CH2:10][C@H:9]3[CH2:22][CH2:23][CH2:24][CH2:25][CH2:26][CH2:27][CH2:28][CH2:29][CH2:30][C@H:31]([CH2:35][CH2:36][C:37]([F:49])([F:48])[C:38]([F:47])([F:46])[C:39]([F:45])([F:44])[C:40]([F:43])([F:42])[F:41])[C:32]([OH:34])=[O:33].B(Br)(Br)Br. The catalyst is ClCCl. The product is [OH:20][C:13]1[CH:14]=[CH:15][C:16]2[C@@H:17]3[C@H:8]([C@H:5]4[C@@:3]([CH2:19][CH2:18]3)([CH3:4])[C@@H:2]([OH:1])[CH2:7][CH2:6]4)[C@H:9]([CH2:22][CH2:23][CH2:24][CH2:25][CH2:26][CH2:27][CH2:28][CH2:29][CH2:30][C@H:31]([CH2:35][CH2:36][C:37]([F:48])([F:49])[C:38]([F:46])([F:47])[C:39]([F:44])([F:45])[C:40]([F:41])([F:42])[F:43])[C:32]([OH:34])=[O:33])[CH2:10][C:11]=2[CH:12]=1. The yield is 0.600. (8) The reactants are [F:1][C:2]1[C:3]([NH:12][CH2:13][C:14]2[CH:19]=[C:18]([C:20]3[CH:25]=[CH:24][CH:23]=[C:22]([F:26])[CH:21]=3)[CH:17]=[CH:16][C:15]=2[F:27])=[C:4]([C:7]([O:10]C)=[CH:8][CH:9]=1)[C:5]#[N:6].B(Br)(Br)Br.O. The catalyst is C(Cl)Cl. The product is [F:1][C:2]1[C:3]([NH:12][CH2:13][C:14]2[CH:19]=[C:18]([C:20]3[CH:25]=[CH:24][CH:23]=[C:22]([F:26])[CH:21]=3)[CH:17]=[CH:16][C:15]=2[F:27])=[C:4]([C:7]([OH:10])=[CH:8][CH:9]=1)[C:5]#[N:6]. The yield is 0.680. (9) The reactants are [CH2:1]([N:3]1[CH:7]=[C:6]([C:8]2[CH:13]=[CH:12][N:11]=[C:10]3[N:14]([S:25]([C:28]4[CH:33]=[CH:32][CH:31]=[CH:30][CH:29]=4)(=[O:27])=[O:26])[C:15]([C:17]4[CH:24]=[CH:23][C:20]([CH:21]=O)=[CH:19][CH:18]=4)=[CH:16][C:9]=23)[C:5]([C:34]2[CH:39]=[CH:38][C:37]([N+:40]([O-:42])=[O:41])=[CH:36][CH:35]=2)=[N:4]1)[CH3:2].[NH:43]1[CH2:47][CH2:46][CH2:45][CH2:44]1.C(O[BH-](OC(=O)C)OC(=O)C)(=O)C.[Na+]. The catalyst is O1CCCC1. The product is [CH2:1]([N:3]1[CH:7]=[C:6]([C:8]2[CH:13]=[CH:12][N:11]=[C:10]3[N:14]([S:25]([C:28]4[CH:29]=[CH:30][CH:31]=[CH:32][CH:33]=4)(=[O:27])=[O:26])[C:15]([C:17]4[CH:18]=[CH:19][C:20]([CH2:21][N:43]5[CH2:47][CH2:46][CH2:45][CH2:44]5)=[CH:23][CH:24]=4)=[CH:16][C:9]=23)[C:5]([C:34]2[CH:35]=[CH:36][C:37]([N+:40]([O-:42])=[O:41])=[CH:38][CH:39]=2)=[N:4]1)[CH3:2]. The yield is 0.930.